This data is from Full USPTO retrosynthesis dataset with 1.9M reactions from patents (1976-2016). The task is: Predict the reactants needed to synthesize the given product. (1) Given the product [C:1]([O:16][CH2:9][C:10]1[CH:15]=[CH:14][CH:13]=[CH:12][CH:11]=1)(=[O:8])[C:2]1[CH:7]=[CH:6][CH:5]=[CH:4][CH:3]=1, predict the reactants needed to synthesize it. The reactants are: [CH2:1]([OH:8])[C:2]1[CH:7]=[CH:6][CH:5]=[CH:4][CH:3]=1.[C:9](O)(=[O:16])[C:10]1[CH:15]=[CH:14][CH:13]=[CH:12][CH:11]=1.[OH-].[K+]. (2) Given the product [NH2:19][C:15]1[N:14]=[CH:13][N:12]=[C:11]2[C:16]=1[N:17]=[CH:18][N:10]2[C@H:9]1[C@@H:4]2[O:3][C:2]([CH3:1])([CH3:23])[O:6][C@@H:5]2[C@@H:7]([CH2:20][N:21]([CH3:22])[CH2:40][CH2:39][CH:38]([NH:37][C:35]([NH:34][C:31]2[CH:32]=[CH:33][C:28]([C:24]([CH3:27])([CH3:26])[CH3:25])=[CH:29][CH:30]=2)=[O:36])[CH3:42])[O:8]1, predict the reactants needed to synthesize it. The reactants are: [CH3:1][C:2]1([CH3:23])[O:6][C@@H:5]2[C@@H:7]([CH2:20][NH:21][CH3:22])[O:8][C@@H:9]([N:10]3[CH:18]=[N:17][C:16]4[C:11]3=[N:12][CH:13]=[N:14][C:15]=4[NH2:19])[C@@H:4]2[O:3]1.[C:24]([C:28]1[CH:33]=[CH:32][C:31]([NH:34][C:35]([NH:37][CH:38]([CH3:42])[CH2:39][CH:40]=O)=[O:36])=[CH:30][CH:29]=1)([CH3:27])([CH3:26])[CH3:25].[BH-](OC(C)=O)(OC(C)=O)OC(C)=O.[Na+].C([O-])(O)=O.[Na+]. (3) Given the product [CH2:1]([O:8][C:9]1[CH:10]=[CH:11][C:12]([S:19][C:43]2[CH:48]=[CH:47][N:46]=[CH:45][C:44]=2[CH3:49])=[C:13]2[C:18]=1[NH:17][C:16](=[O:62])[CH:15]=[CH:14]2)[C:2]1[CH:7]=[CH:6][CH:5]=[CH:4][CH:3]=1, predict the reactants needed to synthesize it. The reactants are: [CH2:1]([O:8][C:9]1[C:18]2[N:17]=[CH:16][CH:15]=[CH:14][C:13]=2[C:12]([S:19](Cl)(=O)=O)=[CH:11][CH:10]=1)[C:2]1[CH:7]=[CH:6][CH:5]=[CH:4][CH:3]=1.C1(P(C2C=CC=CC=2)C2C=CC=CC=2)C=CC=CC=1.Br[C:43]1[CH:48]=[CH:47][N:46]=[CH:45][C:44]=1[CH3:49].CCN(C(C)C)C(C)C.C1C[O:62]CC1. (4) Given the product [Cl:3][CH2:19][C:16]1[CH:15]=[CH:14][C:13]([C:10]2[CH:11]=[CH:12][C:7]([C:6]([F:22])([F:21])[F:5])=[CH:8][CH:9]=2)=[CH:18][N:17]=1, predict the reactants needed to synthesize it. The reactants are: S(Cl)([Cl:3])=O.[F:5][C:6]([F:22])([F:21])[C:7]1[CH:12]=[CH:11][C:10]([C:13]2[CH:14]=[CH:15][C:16]([CH2:19]O)=[N:17][CH:18]=2)=[CH:9][CH:8]=1. (5) The reactants are: C1C(=O)N([O:8][C:9]([C:11]2[C:16]([C:17]3[C:27]4[CH:28]=[CH:29][C:30]([OH:32])=[CH:31][C:26]=4[O:25][C:24]4[C:18]=3[CH:19]=[CH:20][C:21]([CH:23]=4)=[O:22])=[CH:15][CH:14]=[CH:13][CH:12]=2)=[O:10])C(=O)C1.[NH2:33][CH2:34][CH2:35][S:36]([OH:38])=[O:37].[OH-].[Na+].C1C=CC(C(O)=O)=C(C2C3C=CC(O)=CC=3OC3C=2C=C[C:51](C=3)=[O:52])C=1. Given the product [OH:32][C:30]1[CH:31]=[C:26]2[C:27](=[CH:28][CH:29]=1)[C:17]([C:16]1[CH:15]=[CH:14][C:13]([C:51](=[O:52])[NH:33][CH2:34][CH2:35][S:36]([OH:38])=[O:37])=[CH:12][C:11]=1[C:9]([OH:8])=[O:10])=[C:18]1[C:24](=[CH:23][C:21](=[O:22])[CH:20]=[CH:19]1)[O:25]2, predict the reactants needed to synthesize it. (6) Given the product [CH3:14][C:12]1([CH3:15])[CH2:11][CH:10]([C:16]2[O:17][N:28]=[C:25]([C:24]3[NH:30][CH:27]=[CH:22][CH:23]=3)[N:26]=2)[CH2:9][N:8]([C:6]([C:5]2[CH:4]=[CH:3][C:2]([F:1])=[CH:20][CH:19]=2)=[O:7])[CH2:13]1, predict the reactants needed to synthesize it. The reactants are: [F:1][C:2]1[CH:20]=[CH:19][C:5]([C:6]([N:8]2[CH2:13][C:12]([CH3:15])([CH3:14])[CH2:11][CH:10]([C:16]([O-])=[O:17])[CH2:9]2)=[O:7])=[CH:4][CH:3]=1.[Li+].[CH:22]1[CH:27]=[N:26][C:25]2[N:28](O)N=[N:30][C:24]=2[CH:23]=1.CCN=C=NCCCN(C)C.Cl.ONC(C1NC=CC=1)=N.C(N(CC)CC)C. (7) Given the product [F:16][C:17]1[CH:22]=[CH:21][C:20]([S:23]([NH:6][C:5]2[CH:7]=[CH:8][CH:9]=[C:3]([S:2][CH3:1])[CH:4]=2)(=[O:25])=[O:24])=[C:19]([N+:27]([O-:29])=[O:28])[CH:18]=1, predict the reactants needed to synthesize it. The reactants are: [CH3:1][S:2][C:3]1[CH:4]=[C:5]([CH:7]=[CH:8][CH:9]=1)[NH2:6].N1C=CC=CC=1.[F:16][C:17]1[CH:22]=[CH:21][C:20]([S:23](Cl)(=[O:25])=[O:24])=[C:19]([N+:27]([O-:29])=[O:28])[CH:18]=1. (8) The reactants are: [CH3:1][C:2]1[N:6]([CH2:7][C:8]([O:10]CC)=[O:9])[C:5]2[CH2:13][CH2:14][CH2:15][C:4]=2[C:3]=1[CH2:16][C:17]1[CH:22]=[CH:21][C:20]([S:23]([N:26]2[CH2:30][CH2:29][CH2:28][CH2:27]2)(=[O:25])=[O:24])=[CH:19][CH:18]=1.[Li+].[OH-]. Given the product [CH3:1][C:2]1[N:6]([CH2:7][C:8]([OH:10])=[O:9])[C:5]2[CH2:13][CH2:14][CH2:15][C:4]=2[C:3]=1[CH2:16][C:17]1[CH:22]=[CH:21][C:20]([S:23]([N:26]2[CH2:30][CH2:29][CH2:28][CH2:27]2)(=[O:24])=[O:25])=[CH:19][CH:18]=1, predict the reactants needed to synthesize it. (9) Given the product [NH2:25][C:21]1[CH:20]=[C:19]2[C:24](=[CH:23][CH:22]=1)[N:4]1[CH2:3][C@@H:2]([CH3:1])[O:7][C@@H:6]([CH3:8])[C@@H:5]1[C:9]1([C:10](=[O:17])[NH:11][C:12](=[O:16])[NH:13][C:14]1=[O:15])[CH2:18]2, predict the reactants needed to synthesize it. The reactants are: [CH3:1][C@H:2]1[O:7][C@@H:6]([CH3:8])[C@@H:5]2[C:9]3([CH2:18][C:19]4[C:24]([N:4]2[CH2:3]1)=[CH:23][CH:22]=[C:21]([N+:25]([O-])=O)[CH:20]=4)[C:14](=[O:15])[NH:13][C:12](=[O:16])[NH:11][C:10]3=[O:17].[H][H].